The task is: Predict the reactants needed to synthesize the given product.. This data is from Full USPTO retrosynthesis dataset with 1.9M reactions from patents (1976-2016). (1) Given the product [NH2:21][C:16]1[CH:15]=[C:14]([O:13][CH2:12][CH2:11][C:8]2[CH:7]=[CH:6][C:5]([C:3]#[N:4])=[CH:10][CH:9]=2)[CH:19]=[CH:18][C:17]=1[CH3:20], predict the reactants needed to synthesize it. The reactants are: [BH4-].[Na+].[C:3]([C:5]1[CH:10]=[CH:9][C:8]([CH2:11][CH2:12][O:13][C:14]2[CH:19]=[CH:18][C:17]([CH3:20])=[C:16]([N+:21]([O-])=O)[CH:15]=2)=[CH:7][CH:6]=1)#[N:4].CCOC(C)=O. (2) The reactants are: [C:1]([C:4]1[CH:5]=[CH:6][C:7]([O:14][CH3:15])=[C:8]([S:10]([Cl:13])(=[O:12])=[O:11])[CH:9]=1)(=O)[NH2:2].S(Cl)(Cl)=O.CN(C)C=O. Given the product [C:1]([C:4]1[CH:5]=[CH:6][C:7]([O:14][CH3:15])=[C:8]([S:10]([Cl:13])(=[O:12])=[O:11])[CH:9]=1)#[N:2], predict the reactants needed to synthesize it. (3) Given the product [F:1][C:2]1[CH:3]=[CH:4][C:5]([CH2:8][C:9]2[CH:18]=[C:17]3[C:12]([C:13]([OH:25])=[C:14]([C:20]([NH:33][CH2:32][CH2:31][CH2:30][O:29][CH2:26][CH2:27][CH3:28])=[O:21])[C:15](=[O:19])[NH:16]3)=[N:11][CH:10]=2)=[CH:6][CH:7]=1, predict the reactants needed to synthesize it. The reactants are: [F:1][C:2]1[CH:7]=[CH:6][C:5]([CH2:8][C:9]2[CH:18]=[C:17]3[C:12]([C:13]([OH:25])=[C:14]([C:20](OCC)=[O:21])[C:15](=[O:19])[NH:16]3)=[N:11][CH:10]=2)=[CH:4][CH:3]=1.[CH2:26]([O:29][CH2:30][CH2:31][CH2:32][NH2:33])[CH2:27][CH3:28]. (4) Given the product [OH:31][C@H:30]([CH2:29][OH:28])[CH2:32][N:2]1[CH2:7][CH2:6][C:5]([C:8]2[CH:13]=[CH:12][C:11]([C:14]3[CH2:18][CH:17]([CH2:19][O:20][C:21]4[CH:25]=[CH:24][O:23][N:22]=4)[O:16][N:15]=3)=[CH:10][CH:9]=2)=[CH:4][CH2:3]1, predict the reactants needed to synthesize it. The reactants are: Cl.[NH:2]1[CH2:7][CH2:6][C:5]([C:8]2[CH:13]=[CH:12][C:11]([C:14]3[CH2:18][CH:17]([CH2:19][O:20][C:21]4[CH:25]=[CH:24][O:23][N:22]=4)[O:16][N:15]=3)=[CH:10][CH:9]=2)=[CH:4][CH2:3]1.CC1(C)[O:31][C@H:30]([C:32](Cl)=O)[CH2:29][O:28]1. (5) Given the product [N:16]1([CH2:15][CH2:14][O:1][C:2]2[CH:3]=[C:4]([CH:9]=[CH:10][CH:11]=2)[C:5]([O:7][CH3:8])=[O:6])[CH2:21][CH2:20][O:19][CH2:18][CH2:17]1, predict the reactants needed to synthesize it. The reactants are: [OH:1][C:2]1[CH:3]=[C:4]([CH:9]=[CH:10][CH:11]=1)[C:5]([O:7][CH3:8])=[O:6].Cl.Cl[CH2:14][CH2:15][N:16]1[CH2:21][CH2:20][O:19][CH2:18][CH2:17]1.C(=O)([O-])[O-].[K+].[K+]. (6) The reactants are: [F:1][C:2]1[CH:14]=[CH:13][C:5]([O:6][CH2:7][C:8]([O:10]CC)=[O:9])=[C:4]([CH3:15])[C:3]=1[NH:16][CH2:17][C:18]1[CH:23]=[C:22]([C:24]2[CH:29]=[CH:28][CH:27]=[C:26]([F:30])[CH:25]=2)[CH:21]=[CH:20][C:19]=1[F:31].[OH-].[Na+]. Given the product [F:1][C:2]1[CH:14]=[CH:13][C:5]([O:6][CH2:7][C:8]([OH:10])=[O:9])=[C:4]([CH3:15])[C:3]=1[NH:16][CH2:17][C:18]1[CH:23]=[C:22]([C:24]2[CH:29]=[CH:28][CH:27]=[C:26]([F:30])[CH:25]=2)[CH:21]=[CH:20][C:19]=1[F:31], predict the reactants needed to synthesize it. (7) Given the product [F:28][C:2]([F:1])([F:27])[C:3]1[CH:4]=[CH:5][C:6]([C:9]2[N:14]=[CH:13][N:12]=[C:11]([CH2:15][NH2:16])[CH:10]=2)=[N:7][CH:8]=1, predict the reactants needed to synthesize it. The reactants are: [F:1][C:2]([F:28])([F:27])[C:3]1[CH:4]=[CH:5][C:6]([C:9]2[N:14]=[CH:13][N:12]=[C:11]([CH2:15][N:16]3C(=O)C4C(=CC=CC=4)C3=O)[CH:10]=2)=[N:7][CH:8]=1.O.NN. (8) Given the product [OH:23][C:7]1[CH:6]=[CH:16][C:15]([O:14][CH3:11])=[CH:3][C:2]=1[NH:1][C:18](=[O:20])[CH3:19], predict the reactants needed to synthesize it. The reactants are: [NH2:1][C:2]1(O)[CH:7]=[CH:6]C(OC)=C[CH2:3]1.[C:11]([O:14][C:15](=O)[CH3:16])(=O)C.[C:18]([O-])(=[O:20])[CH3:19].[Na+].[OH2:23]. (9) Given the product [Br:1][C:2]1[CH:14]=[C:13]([C:15]2[C:27]3[C:26]([CH3:28])=[C:25]([CH3:29])[O:24][C:23]=3[CH:22]=[C:21]3[C:16]=2[CH:17]=[CH:18][CH:19]=[CH:20]3)[CH:12]=[C:11]([CH2:30][CH3:31])[C:3]=1[O:4][CH2:5][CH2:6][CH2:7][C:8]([NH2:39])=[O:9], predict the reactants needed to synthesize it. The reactants are: [Br:1][C:2]1[CH:14]=[C:13]([C:15]2[C:27]3[C:26]([CH3:28])=[C:25]([CH3:29])[O:24][C:23]=3[CH:22]=[C:21]3[C:16]=2[CH:17]=[CH:18][CH:19]=[CH:20]3)[CH:12]=[C:11]([CH2:30][CH3:31])[C:3]=1[O:4][CH2:5][CH2:6][CH2:7][C:8](O)=[O:9].C(Cl)(=O)C(Cl)=O.C[N:39](C)C=O.N.